From a dataset of Peptide-MHC class I binding affinity with 185,985 pairs from IEDB/IMGT. Regression. Given a peptide amino acid sequence and an MHC pseudo amino acid sequence, predict their binding affinity value. This is MHC class I binding data. The peptide sequence is FQVQNGQFI. The binding affinity (normalized) is 0.0352. The MHC is H-2-Kb with pseudo-sequence H-2-Kb.